From a dataset of Full USPTO retrosynthesis dataset with 1.9M reactions from patents (1976-2016). Predict the reactants needed to synthesize the given product. (1) The reactants are: Br[C:2]1[O:3][C:4]([C:7]([O:9][CH2:10][CH3:11])=[O:8])=[CH:5][N:6]=1.[CH:12]1(B(O)O)[CH2:14][CH2:13]1.C1(C)C=CC=CC=1.P([O-])([O-])([O-])=O.[K+].[K+].[K+]. Given the product [CH:12]1([C:2]2[O:3][C:4]([C:7]([O:9][CH2:10][CH3:11])=[O:8])=[CH:5][N:6]=2)[CH2:14][CH2:13]1, predict the reactants needed to synthesize it. (2) Given the product [CH2:17]([O:16][C:8]1[CH:9]=[CH:10][C:11]2[O:12][C:13]3[C:4](=[CH:3][C:2]([C:32]4[CH:37]=[N:36][CH:35]=[CH:34][N:33]=4)=[CH:15][CH:14]=3)[C@@:5]3([CH2:25][O:24][C:23]([NH2:26])=[N:22]3)[C:6]=2[CH:7]=1)[C:18]([CH3:19])([CH3:21])[CH3:20], predict the reactants needed to synthesize it. The reactants are: Br[C:2]1[CH:15]=[CH:14][C:13]2[O:12][C:11]3[C:6](=[CH:7][C:8]([O:16][CH2:17][C:18]([CH3:21])([CH3:20])[CH3:19])=[CH:9][CH:10]=3)[C@:5]3([CH2:25][O:24][C:23]([NH2:26])=[N:22]3)[C:4]=2[CH:3]=1.C([Sn](CCCC)(CCCC)[C:32]1[CH:37]=[N:36][CH:35]=[CH:34][N:33]=1)CCC.O1CCOCC1. (3) The reactants are: C1(P(C2C=CC=CC=2)C2(P(C3C=CC=CC=3)C3C=CC=CC=3)CC=C3C(C=CC=C3)=C2C2C3C(=CC=CC=3)C=CC=2)C=CC=CC=1.Br[C:48]1[CH:49]=[C:50]2[C:55](=[CH:56][CH:57]=1)[N:54]=[C:53]([CH3:58])[C:52]([CH:59]([OH:61])[CH3:60])=[C:51]2[C:62]1[CH:67]=[CH:66][C:65]([F:68])=[CH:64][CH:63]=1.CC(C)([O-])C.[K+].[NH:75]1[CH2:80][CH2:79][CH2:78][CH2:77][CH2:76]1. Given the product [F:68][C:65]1[CH:66]=[CH:67][C:62]([C:51]2[C:50]3[C:55](=[CH:56][CH:57]=[C:48]([N:75]4[CH2:80][CH2:79][CH2:78][CH2:77][CH2:76]4)[CH:49]=3)[N:54]=[C:53]([CH3:58])[C:52]=2[CH:59]([OH:61])[CH3:60])=[CH:63][CH:64]=1, predict the reactants needed to synthesize it. (4) Given the product [CH3:20][O:21][C:22]1[C:27]([CH2:28][N:29]2[CH2:30][CH2:31][CH:32]([CH2:35][C:36](=[O:42])[C:2]3[CH:14]=[CH:13][CH:12]=[CH:11][C:3]=3[NH:4][C:5](=[O:10])[C:6]([F:9])([F:8])[F:7])[CH2:33][CH2:34]2)=[CH:26][CH:25]=[CH:24][N:23]=1, predict the reactants needed to synthesize it. The reactants are: Br[C:2]1[CH:14]=[CH:13][CH:12]=[CH:11][C:3]=1[NH:4][C:5](=[O:10])[C:6]([F:9])([F:8])[F:7].C([Li])(C)(C)C.[CH3:20][O:21][C:22]1[C:27]([CH2:28][N:29]2[CH2:34][CH2:33][CH:32]([CH2:35][C:36](=[O:42])C3SC=CC=3)[CH2:31][CH2:30]2)=[CH:26][CH:25]=[CH:24][N:23]=1.O. (5) Given the product [CH2:56]([N:53]1[C:48]2=[N:49][C:50]([CH2:51][CH3:52])=[C:45]([CH2:44][NH:43][C:7]([C:4]3[CH:5]=[CH:6][N:2]([CH3:1])[N:3]=3)=[O:9])[C:46]([NH:58][CH:59]3[CH2:60][CH2:61][O:62][CH2:63][CH2:64]3)=[C:47]2[CH:55]=[N:54]1)[CH3:57], predict the reactants needed to synthesize it. The reactants are: [CH3:1][N:2]1[CH:6]=[CH:5][C:4]([C:7]([OH:9])=O)=[N:3]1.CN(C(ON1N=NC2C=CC=CC1=2)=[N+](C)C)C.F[P-](F)(F)(F)(F)F.C(N(C(C)C)CC)(C)C.[NH2:43][CH2:44][C:45]1[C:50]([CH2:51][CH3:52])=[N:49][C:48]2[N:53]([CH2:56][CH3:57])[N:54]=[CH:55][C:47]=2[C:46]=1[NH:58][CH:59]1[CH2:64][CH2:63][O:62][CH2:61][CH2:60]1. (6) Given the product [F:10][C:4]1[CH:3]=[C:2]([CH:11]2[CH2:16][CH2:15][CH2:14][CH2:13][CH:12]2[OH:17])[CH:7]=[C:6]([F:8])[C:5]=1[F:9], predict the reactants needed to synthesize it. The reactants are: Br[C:2]1[CH:7]=[C:6]([F:8])[C:5]([F:9])=[C:4]([F:10])[CH:3]=1.[CH:11]12[O:17][CH:12]1[CH2:13][CH2:14][CH2:15][CH2:16]2.[Cl-].[NH4+]. (7) Given the product [Cl:1][C:2]1[CH:7]=[CH:6][C:5]([C:8]2[CH:24]=[CH:23][C:11]3[NH:12][C:13](=[O:35])[CH:14]4[CH2:21][N:20]([CH2:29][CH2:28][C:27]([CH3:32])([CH3:31])[CH3:26])[CH2:19][CH2:18][N:15]4[C:16](=[O:17])[C:10]=3[CH:9]=2)=[C:4]([F:25])[CH:3]=1, predict the reactants needed to synthesize it. The reactants are: [Cl:1][C:2]1[CH:7]=[CH:6][C:5]([C:8]2[CH:24]=[CH:23][C:11]3[NH:12][CH2:13][CH:14]4[C:21](=O)[NH:20][CH2:19][CH2:18][N:15]4[C:16](=[O:17])[C:10]=3[CH:9]=2)=[C:4]([F:25])[CH:3]=1.[CH3:26][C:27]([CH3:32])([CH3:31])[CH2:28][CH:29]=O.C(O)(=[O:35])C.C(O[BH-](OC(=O)C)OC(=O)C)(=O)C.[Na+].C(=O)([O-])O.[Na+]. (8) The reactants are: [NH2:1][C:2]1[NH:3][C:4](=[O:18])[C:5]2[CH:10]=[C:9]([C:11]3[CH:16]=[CH:15][N:14]=[C:13]([Cl:17])[CH:12]=3)[NH:8][C:6]=2[N:7]=1.[CH3:19][CH:20]([CH3:24])[CH2:21][CH:22]=O.C([BH3-])#N.[Na+]. Given the product [Cl:17][C:13]1[CH:12]=[C:11]([C:9]2[NH:8][C:6]3[N:7]=[C:2]([NH:1][CH2:22][CH2:21][CH:20]([CH3:24])[CH3:19])[NH:3][C:4](=[O:18])[C:5]=3[CH:10]=2)[CH:16]=[CH:15][N:14]=1, predict the reactants needed to synthesize it. (9) Given the product [N+:1]([CH2:4][CH2:5][C:6]1[CH:19]=[CH:18][C:9]([CH2:10][O:11][C:12]2[CH:17]=[CH:16][CH:15]=[CH:14][N:13]=2)=[CH:8][CH:7]=1)([O-:3])=[O:2], predict the reactants needed to synthesize it. The reactants are: [N+:1](/[CH:4]=[CH:5]/[C:6]1[CH:19]=[CH:18][C:9]([CH2:10][O:11][C:12]2[CH:17]=[CH:16][CH:15]=[CH:14][N:13]=2)=[CH:8][CH:7]=1)([O-:3])=[O:2].C(O)(=O)C.[BH4-].[Na+].O. (10) The reactants are: Br[CH2:2][CH2:3][CH2:4][O:5][C:6]1[CH:11]=[CH:10][C:9]([C:12]2[C:13]3[CH:20]=[CH:19][CH:18]=[CH:17][C:14]=3[S:15][CH:16]=2)=[CH:8][CH:7]=1.[NH:21]1[CH2:26][CH2:25][CH2:24][CH2:23][CH2:22]1.C(=O)([O-])[O-].[K+].[K+].C(#N)C. Given the product [S:15]1[CH:16]=[C:12]([C:9]2[CH:10]=[CH:11][C:6]([O:5][CH2:4][CH2:3][CH2:2][N:21]3[CH2:26][CH2:25][CH2:24][CH2:23][CH2:22]3)=[CH:7][CH:8]=2)[C:13]2[CH:20]=[CH:19][CH:18]=[CH:17][C:14]1=2, predict the reactants needed to synthesize it.